From a dataset of Experimentally validated miRNA-target interactions with 360,000+ pairs, plus equal number of negative samples. Binary Classification. Given a miRNA mature sequence and a target amino acid sequence, predict their likelihood of interaction. (1) The miRNA is hsa-miR-548ae-5p with sequence AAAAGUAAUUGUGGUUUUUG. The protein sequence of the target gene is MIDLSFLTEEEQEAIMKVLQRDAALKRAEEERVRHLPEKIKDDQQLKNMSGQWFYEAKAKRHRDKIHGADIIRASMRKKRPQIAAEQSKDRENGAKESWVNNVNKDAFLPPELAGVVEEPEEDAAPASPSSSVVNPASSVIDMSQENTRKPNVSPEKRKNPFNSSKLPEGHSSQQTKNEQSKNGRTGLFQTSKEDELSESKEKSTVADTSIQKLEKSKQTLPGLSNGSQIKAPIPKARKMIYKSTDLNKDDNQSFPRQRTDSLKARGAPRGILKRNSSSSSTDSETLRYNHNFEPKSKIV.... Result: 0 (no interaction). (2) Result: 0 (no interaction). The protein sequence of the target gene is MGDPAPARSLDDIDLSALRDPAGIFELVEVVGNGTYGQVYKGRHVKTGQLAAIKVMDVTEDEEEEIKQEINMLKKYSHHRNIATYYGAFIKKSPPGNDDQLWLVMEFCGAGSVTDLVKNTKGNALKEDCIAYICREILRGLAHLHAHKVIHRDIKGQNVLLTENAEVKLVDFGVSAQLDRTVGRRNTFIGTPYWMAPEVIACDENPDATYDYRSDIWSLGITAIEMAEGAPPLCDMHPMRALFLIPRNPPPRLKSKKWSKKFTDFIDTCLIKTYLSRPPTEQLLKFPFIRDQPTERQVRI.... The miRNA is cel-miR-43-3p with sequence UAUCACAGUUUACUUGCUGUCGC. (3) The miRNA is hsa-miR-548au-5p with sequence AAAAGUAAUUGCGGUUUUUGC. The protein sequence of the target gene is MALAIQLRQPSRAQPLPGLSHTLAGTDSCDVCNSTNLPEVEIISLLEEQLPHYKLRADTIYGYDHDDWLHTPLISPDANIDLTTEQIEETLKYFLLCAERVGQMTKTYNDIDAVTRLLEEKERDLELAARIGQSLLKKNKTLTERNELLEEQVEHIREEVSQLRHELSMKDELLQFYTSAAEESEPESVCSTPLKRNESSSSVQNYFHLDSLQKKLKDLEEENVVLRSEACQLKTETITYEEKEQQLVNDCVKELRDANVQIASISEELAKKTEDAARQQEEITHLLSQIVDLQKKAKSC.... Result: 0 (no interaction). (4) The miRNA is hsa-miR-186-5p with sequence CAAAGAAUUCUCCUUUUGGGCU. The protein sequence of the target gene is MERGLPLLCAVLALVLAPAGAFRNDKCGDTIKIESPGYLTSPGYPHSYHPSEKCEWLIQAPDPYQRIMINFNPHFDLEDRDCKYDYVEVFDGENENGHFRGKFCGKIAPPPVVSSGPFLFIKFVSDYETHGAGFSIRYEIFKRGPECSQNYTTPSGVIKSPGFPEKYPNSLECTYIVFVPKMSEIILEFESFDLEPDSNPPGGMFCRYDRLEIWDGFPDVGPHIGRYCGQKTPGRIRSSSGILSMVFYTDSAIAKEGFSANYSVLQSSVSEDFKCMEALGMESGEIHSDQITASSQYSTN.... Result: 1 (interaction). (5) The miRNA is hsa-miR-5693 with sequence GCAGUGGCUCUGAAAUGAACUC. The protein sequence of the target gene is MALRICVTYTPALPIGLCTRCCLCLEQSPSWCHCLRGVSFLTFHLHQSVPLGDRDSLLMFTRQAGHFVEGSKAGRSRGRLCLSQALRVAVRGAFVSLWFAAGAGDRERNKGDKGAQTGAGLSQEAEDVDVSRARRVTDAPQGTLCGTGNRNSGSQSARVVGVAHLGEAFRVGVEQAISSCPEEVHGRHGLSMEIMWARMDVALRSPGRGLLAGAGALCMTLAESSCPDYERGRRACLTLHRHPTPHCSTWGLPLRVAGSWLTVVTVEALGGWRMGVRRTGQVGPTMHPPPVSGASPLLLH.... Result: 0 (no interaction). (6) The miRNA is hsa-miR-7161-3p with sequence UAGAUCUUUGACUCUGGCAGUCUCCAGG. The protein sequence of the target gene is MEGGGGIPLETLKEESQSRHVLPASFEVNSLQKSNWGFLLTGLVGGTLVAVYAVATPFVTPALRKVCLPFVPATTKQIENVVKMLRCRRGSLVDIGSGDGRIVIAAAKKGFTAVGYELNPWLVWYSRYRAWREGVHGSAKFYISDLWKVTFSQYSNVVIFGVPQMMLQLEKKLERELEDDARVIACRFPFPHWTPDHVTGEGIDTVWAYDASTFRGREKRPCTSMHFQLPIQA. Result: 0 (no interaction).